From a dataset of Reaction yield outcomes from USPTO patents with 853,638 reactions. Predict the reaction yield, written as a fraction of the theoretical maximum amount of product (1.0 means a 100% yield; for example, 0.34 means a 34% yield). (1) The reactants are [C:1]1([C:7]2[C:12]([C:13]3[CH:18]=[CH:17][CH:16]=[CH:15][CH:14]=3)=[CH:11][N:10]=[C:9]([O:19][CH:20]3[CH2:25][CH2:24][CH2:23][C@H:22]([C:26]([O:28]C)=[O:27])[CH2:21]3)[N:8]=2)[CH:6]=[CH:5][CH:4]=[CH:3][CH:2]=1.O1CCCC1.[OH-].[Li+].S(=O)(=O)(O)O. The catalyst is O. The product is [C:1]1([C:7]2[C:12]([C:13]3[CH:18]=[CH:17][CH:16]=[CH:15][CH:14]=3)=[CH:11][N:10]=[C:9]([O:19][CH:20]3[CH2:25][CH2:24][CH2:23][C@H:22]([C:26]([OH:28])=[O:27])[CH2:21]3)[N:8]=2)[CH:2]=[CH:3][CH:4]=[CH:5][CH:6]=1. The yield is 0.640. (2) The reactants are FC(F)(F)C(O)=O.CC(C)(OC([N:14]([CH:22]([C:29]1[CH:34]=[CH:33][C:32]([NH:35][C:36]([CH:38]2[O:42][N:41]=[C:40]([C:43]3[CH:44]=[N:45][CH:46]=[CH:47][CH:48]=3)[CH2:39]2)=[O:37])=[CH:31][CH:30]=1)[C:23]1[CH:28]=[CH:27][CH:26]=[CH:25][CH:24]=1)C(=O)OC(C)(C)C)=O)C. The catalyst is C(Cl)Cl. The product is [NH2:14][CH:22]([C:23]1[CH:24]=[CH:25][CH:26]=[CH:27][CH:28]=1)[C:29]1[CH:30]=[CH:31][C:32]([NH:35][C:36]([CH:38]2[O:42][N:41]=[C:40]([C:43]3[CH:44]=[N:45][CH:46]=[CH:47][CH:48]=3)[CH2:39]2)=[O:37])=[CH:33][CH:34]=1. The yield is 0.540. (3) The reactants are [CH3:1][C:2]1[C:6]([CH3:7])=[C:5]([N:8]([CH2:20][O:21][CH3:22])[S:9]([C:12]2[CH:16]=[CH:15][S:14][C:13]=2[C:17](Cl)=[O:18])(=[O:11])=[O:10])[O:4][N:3]=1.[C:23]([O:26][CH2:27][C:28]1[C:29]([CH3:37])=[C:30]([C:32]([CH3:36])=[CH:33][C:34]=1[CH3:35])[NH2:31])(=[O:25])[CH3:24].C(N(CC)CC)C.O. The catalyst is ClCCl.CN(C)C1C=CN=CC=1. The product is [C:23]([O:26][CH2:27][C:28]1[C:29]([CH3:37])=[C:30]([NH:31][C:17]([C:13]2[S:14][CH:15]=[CH:16][C:12]=2[S:9]([N:8]([C:5]2[O:4][N:3]=[C:2]([CH3:1])[C:6]=2[CH3:7])[CH2:20][O:21][CH3:22])(=[O:11])=[O:10])=[O:18])[C:32]([CH3:36])=[CH:33][C:34]=1[CH3:35])(=[O:25])[CH3:24]. The yield is 0.500.